From a dataset of Reaction yield outcomes from USPTO patents with 853,638 reactions. Predict the reaction yield, written as a fraction of the theoretical maximum amount of product (1.0 means a 100% yield; for example, 0.34 means a 34% yield). The reactants are [ClH:1].[CH3:2][C:3]1([CH3:18])[C:8](=[O:9])[N:7]([CH3:10])[CH2:6][CH2:5][N:4]1C(OC(C)(C)C)=O.CC(OC)(C)C. The catalyst is CC(O)C. The product is [ClH:1].[CH3:10][N:7]1[CH2:6][CH2:5][NH:4][C:3]([CH3:18])([CH3:2])[C:8]1=[O:9]. The yield is 0.820.